From a dataset of Drug-target binding data from BindingDB using IC50 measurements. Regression. Given a target protein amino acid sequence and a drug SMILES string, predict the binding affinity score between them. We predict pIC50 (pIC50 = -log10(IC50 in M); higher means more potent). Dataset: bindingdb_ic50. (1) The compound is O=C1Cc2cc(-c3c4nc(C(F)(F)F)ccc4nn3C3CCC3)cc(Cl)c2N1. The target protein (Q9Y698) has sequence MGLFDRGVQMLLTTVGAFAAFSLMTIAVGTDYWLYSRGVCKTKSVSENETSKKNEEVMTHSGLWRTCCLEGNFKGLCKQIDHFPEDADYEADTAEYFLRAVRASSIFPILSVILLFMGGLCIAASEFYKTRHNIILSAGIFFVSAGLSNIIGIIVYISANAGDPSKSDSKKNSYSYGWSFYFGALSFIIAEMVGVLAVHMFIDRHKQLRATARATDYLQASAITRIPSYRYRYQRRSRSSSRSTEPSHSRDASPVGIKGFNTLPSTEISMYTLSRDPLKAATTPTATYNSDRDNSFLQVHNCIQKENKDSLHSNTANRRTTPV. The pIC50 is 9.9. (2) The drug is Cc1cccc(O[C@@H]2O[C@H](CO)[C@@H](O)[C@H](O)[C@H]2O)c1Cc1ccc(-c2ccc(F)cc2)s1. The target protein (P11167) has sequence MEPSSKKVTGRLMLAVGGAVLGSLQFGYNTGVINAPQKVIEEFYNQTWNHRYGESIPSTTLTTLWSLSVAIFSVGGMIGSFSVGLFVNRFGRRNSMLMMNLLAFVSAVLMGFSKLGKSFEMLILGRFIIGVYCGLTTGFVPMYVGEVSPTALRGALGTLHQLGIVVGILIAQVFGLDSIMGNADLWPLLLSVIFIPALLQCILLPFCPESPRFLLINRNEENRAKSVLKKLRGTADVTRDLQEMKEEGRQMMREKKVTILELFRSPAYRQPILIAVVLQLSQQLSGINAVFYYSTSIFEKAGVQQPVYATIGSGIVNTAFTVVSLFVVERAGRRTLHLIGLAGMAGCAVLMTIALALLEQLPWMSYLSIVAIFGFVAFFEVGPGPIPWFIVAELFSQGPRPAAVAVAGFSNWTSNFIVGMCFQYVEQLCGPYVFIIFTVLLVLFFIFTYFKVPETKGRTFDEIASGFRQGGASQSDKTPEELFHPLGADSQV. The pIC50 is 5.0.